From a dataset of Catalyst prediction with 721,799 reactions and 888 catalyst types from USPTO. Predict which catalyst facilitates the given reaction. (1) Reactant: [C:1]([Mg]Br)#[C:2][CH3:3].[OH:6][C:7]1[CH:23]=[CH:22][C:10]([CH:11]=[C:12]2[C:17](=[O:18])[O:16][C:15]([CH3:20])([CH3:19])[O:14][C:13]2=[O:21])=[CH:9][CH:8]=1. Product: [OH:6][C:7]1[CH:8]=[CH:9][C:10]([CH:11]([CH:12]2[C:13](=[O:21])[O:14][C:15]([CH3:20])([CH3:19])[O:16][C:17]2=[O:18])[C:1]#[C:2][CH3:3])=[CH:22][CH:23]=1. The catalyst class is: 1. (2) Reactant: [CH:1]1[C:6]([OH:7])=[CH:5][CH:4]=[C:3]([Br:8])[CH:2]=1.[CH2:9](Br)[C:10]1[CH:15]=[CH:14][CH:13]=[CH:12][CH:11]=1. Product: [CH2:9]([O:7][C:6]1[CH:5]=[CH:4][C:3]([Br:8])=[CH:2][CH:1]=1)[C:10]1[CH:15]=[CH:14][CH:13]=[CH:12][CH:11]=1. The catalyst class is: 3. (3) Reactant: [Cl:1][C:2]1[CH:3]=[C:4]([CH2:9][NH2:10])[CH:5]=[C:6]([Cl:8])[CH:7]=1.[Cl:11][C:12]1[CH:17]=[CH:16][CH:15]=[CH:14][C:13]=1[CH2:18][N:19]1[C:24](=[O:25])[C:23]([C:26]([NH:28][CH2:29][C:30]([O:32]CC)=[O:31])=[O:27])=[C:22]([OH:35])[C:21]([C:36](OC)=[O:37])=[C:20]1[OH:40]. Product: [Cl:11][C:12]1[CH:17]=[CH:16][CH:15]=[CH:14][C:13]=1[CH2:18][N:19]1[C:20]([OH:40])=[C:21]([C:36]([NH:10][CH2:9][C:4]2[CH:3]=[C:2]([Cl:1])[CH:7]=[C:6]([Cl:8])[CH:5]=2)=[O:37])[C:22]([OH:35])=[C:23]([C:26]([NH:28][CH2:29][C:30]([OH:32])=[O:31])=[O:27])[C:24]1=[O:25]. The catalyst class is: 22. (4) Reactant: C([O:3][CH:4](OCC)[C:5]1[CH:25]=[CH:24][C:8]([CH2:9][NH:10][C@H:11]([C:16]([O:18][CH:19]2[CH2:23][CH2:22][CH2:21][CH2:20]2)=[O:17])[CH2:12][CH:13]([CH3:15])[CH3:14])=[CH:7][CH:6]=1)C.Cl. Product: [CH:4]([C:5]1[CH:6]=[CH:7][C:8]([CH2:9][NH:10][C@H:11]([C:16]([O:18][CH:19]2[CH2:23][CH2:22][CH2:21][CH2:20]2)=[O:17])[CH2:12][CH:13]([CH3:15])[CH3:14])=[CH:24][CH:25]=1)=[O:3]. The catalyst class is: 1. (5) Reactant: [BH4-].[Li+].[CH3:3][O:4][C:5]([C:7]1[O:11][N:10]=[C:9]([O:12][CH2:13][C:14]2[C:15]([C:21]3[CH:26]=[CH:25][C:24]([F:27])=[CH:23][CH:22]=3)=[N:16][O:17][C:18]=2[CH:19]=[O:20])[CH:8]=1)=[O:6].C(O)(=O)CC(CC(O)=O)(C(O)=O)O. Product: [CH3:3][O:4][C:5]([C:7]1[O:11][N:10]=[C:9]([O:12][CH2:13][C:14]2[C:15]([C:21]3[CH:22]=[CH:23][C:24]([F:27])=[CH:25][CH:26]=3)=[N:16][O:17][C:18]=2[CH2:19][OH:20])[CH:8]=1)=[O:6]. The catalyst class is: 5.